Predict the product of the given reaction. From a dataset of Forward reaction prediction with 1.9M reactions from USPTO patents (1976-2016). (1) The product is: [C:1]([O:5][C:6]([N:8]([CH2:13][CH2:14][O:15][S:28]([C:25]1[CH:26]=[CH:27][C:22]([CH3:32])=[CH:23][CH:24]=1)(=[O:30])=[O:29])[CH2:9][C:10]([CH3:12])=[CH2:11])=[O:7])([CH3:4])([CH3:3])[CH3:2]. Given the reactants [C:1]([O:5][C:6]([N:8]([CH2:13][CH2:14][OH:15])[CH2:9][C:10]([CH3:12])=[CH2:11])=[O:7])([CH3:4])([CH3:3])[CH3:2].CC(C)([O-])C.[K+].[C:22]1([CH3:32])[CH:27]=[CH:26][C:25]([S:28](Cl)(=[O:30])=[O:29])=[CH:24][CH:23]=1.O, predict the reaction product. (2) Given the reactants [F:1][C:2]1[C:11]2[C:6](=[CH:7][CH:8]=[CH:9][CH:10]=2)[CH:5]=[N:4][C:3]=1[OH:12].C(N(CC)CC)C.[F:20][C:21]([F:34])([F:33])[S:22](O[S:22]([C:21]([F:34])([F:33])[F:20])(=[O:24])=[O:23])(=[O:24])=[O:23], predict the reaction product. The product is: [F:1][C:2]1[C:11]2[C:6](=[CH:7][CH:8]=[CH:9][CH:10]=2)[CH:5]=[N:4][C:3]=1[O:12][S:22]([C:21]([F:34])([F:33])[F:20])(=[O:24])=[O:23]. (3) Given the reactants [NH2:1][C:2]1[N:7]=[C:6]([CH3:8])[C:5]([C:9]2[CH:18]=[CH:17][C:12]([C:13]([O:15][CH3:16])=[O:14])=[CH:11][CH:10]=2)=[CH:4][CH:3]=1.N1C=CC=CC=1.[C:25](Cl)(=[O:27])[CH3:26], predict the reaction product. The product is: [C:25]([NH:1][C:2]1[N:7]=[C:6]([CH3:8])[C:5]([C:9]2[CH:18]=[CH:17][C:12]([C:13]([O:15][CH3:16])=[O:14])=[CH:11][CH:10]=2)=[CH:4][CH:3]=1)(=[O:27])[CH3:26].